From a dataset of Catalyst prediction with 721,799 reactions and 888 catalyst types from USPTO. Predict which catalyst facilitates the given reaction. (1) Reactant: [NH2:1][C:2]1[N:6]([C:7]2[CH:16]=[CH:15][C:10]3[NH:11][C:12]([CH3:14])=[N:13][C:9]=3[CH:8]=2)[N:5]=[CH:4][C:3]=1[C:17]([C:19]1[N:20]([S:31]([C:34]2[CH:39]=[CH:38][C:37]([CH3:40])=[CH:36][CH:35]=2)(=[O:33])=[O:32])[C:21]2[C:26]([CH:27]=1)=[CH:25][C:24]([C:28]([OH:30])=O)=[CH:23][CH:22]=2)=[O:18].[NH:41]1[CH2:46][CH2:45][O:44][CH2:43][CH2:42]1.Cl.CN(C)CCCN=C=NCC. Product: [NH2:1][C:2]1[N:6]([C:7]2[CH:16]=[CH:15][C:10]3[NH:11][C:12]([CH3:14])=[N:13][C:9]=3[CH:8]=2)[N:5]=[CH:4][C:3]=1[C:17]([C:19]1[N:20]([S:31]([C:34]2[CH:35]=[CH:36][C:37]([CH3:40])=[CH:38][CH:39]=2)(=[O:33])=[O:32])[C:21]2[C:26]([CH:27]=1)=[CH:25][C:24]([C:28]([N:41]1[CH2:46][CH2:45][O:44][CH2:43][CH2:42]1)=[O:30])=[CH:23][CH:22]=2)=[O:18]. The catalyst class is: 132. (2) Reactant: [F:1][C:2]1[CH:7]=[CH:6][CH:5]=[C:4]([N+:8]([O-])=O)[C:3]=1[CH2:11][S:12][CH3:13].[CH:14]([Mg]Br)=[CH2:15].[Cl-].[NH4+].C(OCC)(=O)C. Product: [F:1][C:2]1[C:3]([CH2:11][S:12][CH3:13])=[C:4]2[C:5]([CH:14]=[CH:15][NH:8]2)=[CH:6][CH:7]=1. The catalyst class is: 7. (3) Reactant: C1(C)C=CC(S(O[CH2:11][CH2:12][CH:13]([O:18][CH3:19])[C:14]([F:17])([F:16])[F:15])(=O)=O)=CC=1.[F:21][C:22]([F:34])([F:33])[CH2:23][CH2:24][S:25]([CH2:28][C:29]([O:31][CH3:32])=[O:30])(=[O:27])=[O:26].C(=O)([O-])[O-].[K+].[K+].Cl. Product: [F:17][C:14]([F:15])([F:16])[CH:13]([O:18][CH3:19])[CH2:12][CH2:11][CH:28]([S:25]([CH2:24][CH2:23][C:22]([F:33])([F:34])[F:21])(=[O:27])=[O:26])[C:29]([O:31][CH3:32])=[O:30]. The catalyst class is: 16.